This data is from Reaction yield outcomes from USPTO patents with 853,638 reactions. The task is: Predict the reaction yield, written as a fraction of the theoretical maximum amount of product (1.0 means a 100% yield; for example, 0.34 means a 34% yield). (1) The product is [C:13]([NH:12][C:9]1[CH:10]=[CH:11][C:6]([C@@H:4]2[CH2:5][C@H:3]2[NH:2][CH2:16][CH:18]2[CH2:23][CH2:22][N:21]([C:24]([O:26][C:27]([CH3:28])([CH3:30])[CH3:29])=[O:25])[CH2:20][CH2:19]2)=[CH:7][CH:8]=1)(=[O:15])[CH3:14]. The yield is 0.585. The catalyst is ClCCl.CO. The reactants are Cl.[NH2:2][C@@H:3]1[CH2:5][C@H:4]1[C:6]1[CH:11]=[CH:10][C:9]([NH:12][C:13](=[O:15])[CH3:14])=[CH:8][CH:7]=1.[CH:16]([CH:18]1[CH2:23][CH2:22][N:21]([C:24]([O:26][C:27]([CH3:30])([CH3:29])[CH3:28])=[O:25])[CH2:20][CH2:19]1)=O.[BH-](OC(C)=O)(OC(C)=O)OC(C)=O.[Na+].C([O-])(O)=O.[Na+]. (2) The reactants are [O:1]=[C:2]1[C:7]([CH2:8][C:9]2[CH:14]=[CH:13][C:12]([C:15]3[C:16]([C:21]#[N:22])=[CH:17][CH:18]=[CH:19][CH:20]=3)=[CH:11][CH:10]=2)=[C:6]([CH2:23][CH2:24][CH3:25])[N:5]2[N:26]=[CH:27][N:28]=[C:4]2[N:3]1[CH:29]1[CH2:34][CH2:33][C:32](=[O:35])[CH2:31][CH2:30]1.[CH3:36][C:37](O)([CH3:40])[CH2:38][OH:39]. The catalyst is O.C1(C)C=CC(S(O)(=O)=O)=CC=1.C1(C)C=CC=CC=1. The product is [CH3:36][C:37]1([CH3:40])[CH2:38][O:39][C:32]2([CH2:31][CH2:30][CH:29]([N:3]3[C:2](=[O:1])[C:7]([CH2:8][C:9]4[CH:10]=[CH:11][C:12]([C:15]5[C:16]([C:21]#[N:22])=[CH:17][CH:18]=[CH:19][CH:20]=5)=[CH:13][CH:14]=4)=[C:6]([CH2:23][CH2:24][CH3:25])[N:5]4[N:26]=[CH:27][N:28]=[C:4]34)[CH2:34][CH2:33]2)[O:35]1. The yield is 1.00. (3) The reactants are C[O:2][C:3]([C:5]1([C:8]2[CH:13]=[CH:12][C:11]([C:14]3[CH:19]=[CH:18][C:17]([N:20]4[C:24]([NH:25][C:26]([O:28][C@@H:29]([C:31]5[CH:36]=[CH:35][CH:34]=[CH:33][CH:32]=5)[CH3:30])=[O:27])=[CH:23][N:22]=[N:21]4)=[CH:16][CH:15]=3)=[CH:10][CH:9]=2)[CH2:7][CH2:6]1)=[O:4].C1COCC1.CO.[OH-].[Na+]. The catalyst is O. The product is [C:31]1([C@H:29]([O:28][C:26]([NH:25][C:24]2[N:20]([C:17]3[CH:18]=[CH:19][C:14]([C:11]4[CH:10]=[CH:9][C:8]([C:5]5([C:3]([OH:4])=[O:2])[CH2:6][CH2:7]5)=[CH:13][CH:12]=4)=[CH:15][CH:16]=3)[N:21]=[N:22][CH:23]=2)=[O:27])[CH3:30])[CH:36]=[CH:35][CH:34]=[CH:33][CH:32]=1. The yield is 0.739. (4) The reactants are Br[C:2]1[CH:7]=[C:6]([O:8][CH3:9])[CH:5]=[C:4](Br)[CH:3]=1.[Br-].[N:12]1[CH:17]=[CH:16][CH:15]=[CH:14][C:13]=1[Zn+]. The catalyst is C1C=CC([P]([Pd]([P](C2C=CC=CC=2)(C2C=CC=CC=2)C2C=CC=CC=2)([P](C2C=CC=CC=2)(C2C=CC=CC=2)C2C=CC=CC=2)[P](C2C=CC=CC=2)(C2C=CC=CC=2)C2C=CC=CC=2)(C2C=CC=CC=2)C2C=CC=CC=2)=CC=1.C1COCC1. The product is [CH3:9][O:8][C:6]1[CH:7]=[C:2]([C:13]2[CH:14]=[CH:15][CH:16]=[CH:17][N:12]=2)[CH:3]=[C:4]([C:13]2[CH:14]=[CH:15][CH:16]=[CH:17][N:12]=2)[CH:5]=1. The yield is 0.780. (5) The reactants are [C:1]([O:5][C:6]([N:8]1[CH2:16][C:15]2[C:10](=[CH:11][CH:12]=[C:13]([C:17]([OH:19])=O)[CH:14]=2)[C@@H:9]1[CH2:20][CH3:21])=[O:7])([CH3:4])([CH3:3])[CH3:2].Cl.[CH2:23]([S:25]([C:28]1[CH:29]=[CH:30][C:31]([CH2:34][NH2:35])=[N:32][CH:33]=1)(=[O:27])=[O:26])[CH3:24].CN(C(ON1N=NC2C=CC=NC1=2)=[N+](C)C)C.F[P-](F)(F)(F)(F)F.CCN(C(C)C)C(C)C. The catalyst is CN(C=O)C.C(OCC)(=O)C. The product is [CH2:20]([C@H:9]1[C:10]2[C:15](=[CH:14][C:13]([C:17](=[O:19])[NH:35][CH2:34][C:31]3[CH:30]=[CH:29][C:28]([S:25]([CH2:23][CH3:24])(=[O:27])=[O:26])=[CH:33][N:32]=3)=[CH:12][CH:11]=2)[CH2:16][N:8]1[C:6]([O:5][C:1]([CH3:4])([CH3:2])[CH3:3])=[O:7])[CH3:21]. The yield is 0.450. (6) The reactants are [CH3:1][C:2]([CH3:23])([O:4][C:5]([N:7]([C@@H:9]1[C:17]2[C:12](=[CH:13][CH:14]=[CH:15][CH:16]=2)[CH2:11][C@@H:10]1OS(C)(=O)=O)[CH3:8])=[O:6])[CH3:3].[N-:24]=[N+]=[N-].[Na+]. The catalyst is CC(N(C)C)=O.C(OCC)(=O)C. The product is [NH2:24][C@H:10]1[CH2:11][C:12]2[C:17](=[CH:16][CH:15]=[CH:14][CH:13]=2)[C@H:9]1[N:7]([C:5]([O:4][C:2]([CH3:23])([CH3:3])[CH3:1])=[O:6])[CH3:8]. The yield is 0.550.